From a dataset of Forward reaction prediction with 1.9M reactions from USPTO patents (1976-2016). Predict the product of the given reaction. Given the reactants [F:1][C:2]([F:35])([F:34])[CH2:3][NH:4][C:5]([NH:7][C:8]1[CH:9]=[C:10]([C:14]2[N:18]3[N:19]=[CH:20][C:21]([C:23]4[CH:28]=[CH:27][C:26]([CH:29]([CH3:33])[C:30]([OH:32])=O)=[CH:25][CH:24]=4)=[CH:22][C:17]3=[N:16][CH:15]=2)[CH:11]=[CH:12][CH:13]=1)=[O:6].Cl.[NH:37]1[CH2:40][CH:39]([OH:41])[CH2:38]1, predict the reaction product. The product is: [OH:41][CH:39]1[CH2:40][N:37]([C:30](=[O:32])[CH:29]([C:26]2[CH:25]=[CH:24][C:23]([C:21]3[CH:20]=[N:19][N:18]4[C:14]([C:10]5[CH:9]=[C:8]([NH:7][C:5]([NH:4][CH2:3][C:2]([F:35])([F:1])[F:34])=[O:6])[CH:13]=[CH:12][CH:11]=5)=[CH:15][N:16]=[C:17]4[CH:22]=3)=[CH:28][CH:27]=2)[CH3:33])[CH2:38]1.